From a dataset of Forward reaction prediction with 1.9M reactions from USPTO patents (1976-2016). Predict the product of the given reaction. Given the reactants I[C:2]1[C:10]2[C:5](=[CH:6][CH:7]=[C:8]([CH3:11])[CH:9]=2)[N:4]([C:12]([O:14][C:15]([CH3:18])([CH3:17])[CH3:16])=[O:13])[N:3]=1.[CH3:19][Si:20]([C:23]#[CH:24])([CH3:22])[CH3:21].C1(P(C2C=CC=CC=2)C2C=CC=CC=2)C=CC=CC=1, predict the reaction product. The product is: [CH3:11][C:8]1[CH:9]=[C:10]2[C:5](=[CH:6][CH:7]=1)[N:4]([C:12]([O:14][C:15]([CH3:18])([CH3:17])[CH3:16])=[O:13])[N:3]=[C:2]2[C:24]#[C:23][Si:20]([CH3:22])([CH3:21])[CH3:19].